From a dataset of Catalyst prediction with 721,799 reactions and 888 catalyst types from USPTO. Predict which catalyst facilitates the given reaction. (1) Reactant: Br[C:2]1[CH:7]=[CH:6][CH:5]=[C:4]([F:8])[N:3]=1.[CH3:9][C:10]1([CH3:26])[C:14]([CH3:16])([CH3:15])[O:13][B:12]([B:12]2[O:13][C:14]([CH3:16])([CH3:15])[C:10]([CH3:26])([CH3:9])[O:11]2)[O:11]1.C([O-])(=O)C.[K+]. Product: [F:8][C:4]1[CH:5]=[CH:6][CH:7]=[C:2]([B:12]2[O:13][C:14]([CH3:16])([CH3:15])[C:10]([CH3:26])([CH3:9])[O:11]2)[N:3]=1. The catalyst class is: 75. (2) Reactant: [Cl:1][C:2]1[CH:3]=[C:4]([CH:9]2[C:18]3[C:13](=[CH:14][C:15]([C:20]4[CH:28]=[CH:27][C:23]([C:24]([NH2:26])=[O:25])=[CH:22][CH:21]=4)=[C:16]([F:19])[CH:17]=3)[CH2:12][NH:11][CH2:10]2)[CH:5]=[CH:6][C:7]=1[Cl:8].[C:29]([OH:38])(=[O:37])[C@@H:30]([C@H:32]([C:34]([OH:36])=[O:35])[OH:33])[OH:31]. Product: [C:34]([C@@H:32]([C@H:30]([C:29]([OH:38])=[O:37])[OH:31])[OH:33])([OH:36])=[O:35].[Cl:1][C:2]1[CH:3]=[C:4]([CH:9]2[C:18]3[C:13](=[CH:14][C:15]([C:20]4[CH:28]=[CH:27][C:23]([C:24]([NH2:26])=[O:25])=[CH:22][CH:21]=4)=[C:16]([F:19])[CH:17]=3)[CH2:12][NH:11][CH2:10]2)[CH:5]=[CH:6][C:7]=1[Cl:8]. The catalyst class is: 47.